Dataset: Reaction yield outcomes from USPTO patents with 853,638 reactions. Task: Predict the reaction yield, written as a fraction of the theoretical maximum amount of product (1.0 means a 100% yield; for example, 0.34 means a 34% yield). (1) The reactants are CON(C)[C:4]([C:6]1[CH:15]=[CH:14][C:9]2[N:10]=[N:11][N:12]([CH3:13])[C:8]=2[CH:7]=1)=[O:5].O1[CH2:21][CH2:20][CH2:19][CH2:18]1. No catalyst specified. The product is [CH3:13][N:12]1[C:8]2[CH:7]=[C:6]([C:4](=[O:5])[CH2:18][C:19]3[CH:20]=[CH:21][CH:8]=[C:9]([CH3:14])[N:10]=3)[CH:15]=[CH:14][C:9]=2[N:10]=[N:11]1. The yield is 0.530. (2) The reactants are [C:1]1([N:7]2[C:11]3[CH:12]=[CH:13][CH:14]=[CH:15][C:10]=3[N:9]=[C:8]2[C:16]2[CH:21]=[CH:20][C:19](Br)=[CH:18][CH:17]=2)[CH:6]=[CH:5][CH:4]=[CH:3][CH:2]=1.[CH:23]1[C:31]2[C:30]3[CH:32]=[CH:33][CH:34]=[CH:35][C:29]=3[S:28][C:27]=2[C:26]([C:36]2[CH:37]=[CH:38][C:39]3[NH:40][C:41]4[C:46]([C:47]=3[CH:48]=2)=[CH:45][CH:44]=[CH:43][CH:42]=4)=[CH:25][CH:24]=1.C(P(C(C)(C)C)C(C)(C)C)(C)(C)C.CC(C)([O-])C.[Na+]. The catalyst is C1(C)C=CC=CC=1.C1C=CC(/C=C/C(/C=C/C2C=CC=CC=2)=O)=CC=1.C1C=CC(/C=C/C(/C=C/C2C=CC=CC=2)=O)=CC=1.[Pd].CCCCCC. The product is [C:1]1([N:7]2[C:11]3[CH:12]=[CH:13][CH:14]=[CH:15][C:10]=3[N:9]=[C:8]2[C:16]2[CH:21]=[CH:20][C:19]([N:40]3[C:39]4[CH:38]=[CH:37][C:36]([C:26]5[C:27]6[S:28][C:29]7[CH:35]=[CH:34][CH:33]=[CH:32][C:30]=7[C:31]=6[CH:23]=[CH:24][CH:25]=5)=[CH:48][C:47]=4[C:46]4[C:41]3=[CH:42][CH:43]=[CH:44][CH:45]=4)=[CH:18][CH:17]=2)[CH:6]=[CH:5][CH:4]=[CH:3][CH:2]=1. The yield is 0.650. (3) The reactants are [CH:1]1([N:5]2[CH2:11][CH2:10][CH2:9][N:8]([C:12]([N:14]3[CH2:17][CH:16]([OH:18])[CH2:15]3)=[O:13])[CH2:7][CH2:6]2)[CH2:4][CH2:3][CH2:2]1.CC(OI1(OC(C)=O)(OC(C)=O)OC(=O)C2C=CC=CC1=2)=O. The catalyst is ClCCl. The product is [CH:1]1([N:5]2[CH2:11][CH2:10][CH2:9][N:8]([C:12]([N:14]3[CH2:15][C:16](=[O:18])[CH2:17]3)=[O:13])[CH2:7][CH2:6]2)[CH2:4][CH2:3][CH2:2]1. The yield is 0.630.